From a dataset of NCI-60 drug combinations with 297,098 pairs across 59 cell lines. Regression. Given two drug SMILES strings and cell line genomic features, predict the synergy score measuring deviation from expected non-interaction effect. (1) Drug 1: CS(=O)(=O)C1=CC(=C(C=C1)C(=O)NC2=CC(=C(C=C2)Cl)C3=CC=CC=N3)Cl. Drug 2: CC1=C(N=C(N=C1N)C(CC(=O)N)NCC(C(=O)N)N)C(=O)NC(C(C2=CN=CN2)OC3C(C(C(C(O3)CO)O)O)OC4C(C(C(C(O4)CO)O)OC(=O)N)O)C(=O)NC(C)C(C(C)C(=O)NC(C(C)O)C(=O)NCCC5=NC(=CS5)C6=NC(=CS6)C(=O)NCCC[S+](C)C)O. Cell line: ACHN. Synergy scores: CSS=1.43, Synergy_ZIP=-16.2, Synergy_Bliss=-26.4, Synergy_Loewe=-62.6, Synergy_HSA=-27.6. (2) Drug 1: C1=CC(=CC=C1CCCC(=O)O)N(CCCl)CCCl. Drug 2: CC1=C(C(=CC=C1)Cl)NC(=O)C2=CN=C(S2)NC3=CC(=NC(=N3)C)N4CCN(CC4)CCO. Cell line: MCF7. Synergy scores: CSS=19.8, Synergy_ZIP=0.498, Synergy_Bliss=6.15, Synergy_Loewe=-0.339, Synergy_HSA=0.411. (3) Drug 2: CC=C1C(=O)NC(C(=O)OC2CC(=O)NC(C(=O)NC(CSSCCC=C2)C(=O)N1)C(C)C)C(C)C. Cell line: TK-10. Synergy scores: CSS=54.3, Synergy_ZIP=-2.52, Synergy_Bliss=2.74, Synergy_Loewe=-8.11, Synergy_HSA=5.44. Drug 1: CCC1=CC2CC(C3=C(CN(C2)C1)C4=CC=CC=C4N3)(C5=C(C=C6C(=C5)C78CCN9C7C(C=CC9)(C(C(C8N6C)(C(=O)OC)O)OC(=O)C)CC)OC)C(=O)OC.C(C(C(=O)O)O)(C(=O)O)O. (4) Drug 1: C1=CC(=CC=C1CCCC(=O)O)N(CCCl)CCCl. Drug 2: CN1C2=C(C=C(C=C2)N(CCCl)CCCl)N=C1CCCC(=O)O.Cl. Cell line: NCI-H226. Synergy scores: CSS=4.04, Synergy_ZIP=2.28, Synergy_Bliss=-1.24, Synergy_Loewe=-3.08, Synergy_HSA=-0.968. (5) Drug 1: C1CCC(CC1)NC(=O)N(CCCl)N=O. Drug 2: C1=NC2=C(N=C(N=C2N1C3C(C(C(O3)CO)O)O)F)N. Cell line: HS 578T. Synergy scores: CSS=6.54, Synergy_ZIP=-0.285, Synergy_Bliss=-5.00, Synergy_Loewe=-10.8, Synergy_HSA=-5.53. (6) Drug 1: C1=CC(=CC=C1CC(C(=O)O)N)N(CCCl)CCCl.Cl. Drug 2: CC=C1C(=O)NC(C(=O)OC2CC(=O)NC(C(=O)NC(CSSCCC=C2)C(=O)N1)C(C)C)C(C)C. Cell line: SNB-19. Synergy scores: CSS=79.4, Synergy_ZIP=7.93, Synergy_Bliss=9.65, Synergy_Loewe=-47.1, Synergy_HSA=8.09. (7) Drug 1: CN(CCCl)CCCl.Cl. Drug 2: CC(C)NC(=O)C1=CC=C(C=C1)CNNC.Cl. Cell line: MDA-MB-435. Synergy scores: CSS=2.18, Synergy_ZIP=0.0441, Synergy_Bliss=2.69, Synergy_Loewe=-0.460, Synergy_HSA=0.497. (8) Drug 1: COC1=NC(=NC2=C1N=CN2C3C(C(C(O3)CO)O)O)N. Drug 2: CC=C1C(=O)NC(C(=O)OC2CC(=O)NC(C(=O)NC(CSSCCC=C2)C(=O)N1)C(C)C)C(C)C. Cell line: HCC-2998. Synergy scores: CSS=53.6, Synergy_ZIP=4.98, Synergy_Bliss=7.17, Synergy_Loewe=-44.1, Synergy_HSA=0.560. (9) Drug 1: CCCCC(=O)OCC(=O)C1(CC(C2=C(C1)C(=C3C(=C2O)C(=O)C4=C(C3=O)C=CC=C4OC)O)OC5CC(C(C(O5)C)O)NC(=O)C(F)(F)F)O. Drug 2: C#CCC(CC1=CN=C2C(=N1)C(=NC(=N2)N)N)C3=CC=C(C=C3)C(=O)NC(CCC(=O)O)C(=O)O. Cell line: 786-0. Synergy scores: CSS=34.3, Synergy_ZIP=-2.25, Synergy_Bliss=-1.19, Synergy_Loewe=-6.75, Synergy_HSA=-1.84.